Dataset: Reaction yield outcomes from USPTO patents with 853,638 reactions. Task: Predict the reaction yield, written as a fraction of the theoretical maximum amount of product (1.0 means a 100% yield; for example, 0.34 means a 34% yield). (1) The reactants are [Cl:1][C:2]1[CH:3]=[C:4]2[C:9](=[CH:10][C:11]=1[O:12][C:13]1[CH:18]=[CH:17][C:16]([C:19](=[O:34])[NH:20][C:21]3[CH:26]=[CH:25][CH:24]=[C:23]([C:27]4[CH:32]=[CH:31][C:30]([Cl:33])=[CH:29][CH:28]=4)[N:22]=3)=[CH:15][CH:14]=1)[O:8][CH2:7][CH2:6][CH:5]2[C:35]([O:37]CC)=[O:36].[OH-].[Na+].C(O)C. The catalyst is C1COCC1.C(OCC)(=O)C.Cl. The product is [Cl:1][C:2]1[CH:3]=[C:4]2[C:9](=[CH:10][C:11]=1[O:12][C:13]1[CH:14]=[CH:15][C:16]([C:19](=[O:34])[NH:20][C:21]3[CH:26]=[CH:25][CH:24]=[C:23]([C:27]4[CH:32]=[CH:31][C:30]([Cl:33])=[CH:29][CH:28]=4)[N:22]=3)=[CH:17][CH:18]=1)[O:8][CH2:7][CH2:6][CH:5]2[C:35]([OH:37])=[O:36]. The yield is 0.630. (2) The reactants are C[O:2][C:3](=[O:21])[C:4]1[CH:9]=[CH:8][C:7]([O:10]C)=[N:6][C:5]=1[NH:12][C:13]1[CH:18]=[CH:17][C:16]([Br:19])=[CH:15][C:14]=1[F:20].COC(=O)C1C=CC(Cl)=NC=1NC1C=CC(Br)=CC=1F.C[O-].[Na+].CO. The catalyst is C(O)(=O)C. The product is [Br:19][C:16]1[CH:17]=[CH:18][C:13]([NH:12][C:5]2[NH:6][C:7](=[O:10])[CH:8]=[CH:9][C:4]=2[C:3]([OH:21])=[O:2])=[C:14]([F:20])[CH:15]=1. The yield is 0.880. (3) The reactants are Cl.[NH2:2][CH2:3][C:4]1[CH:5]=[C:6]2[C:11](=[CH:12][CH:13]=1)[N:10]=[C:9]([CH3:14])[N:8]([CH:15]1[CH2:20][CH2:19][C:18](=[O:21])[NH:17][C:16]1=[O:22])[C:7]2=[O:23].[F:24][C:25]([F:37])([F:36])[O:26][C:27]1[CH:35]=[CH:34][C:30]([C:31](Cl)=[O:32])=[CH:29][CH:28]=1.C(N(CC)C(C)C)(C)C. The catalyst is C(#N)C. The product is [O:22]=[C:16]1[CH:15]([N:8]2[C:7](=[O:23])[C:6]3[C:11](=[CH:12][CH:13]=[C:4]([CH2:3][NH:2][C:31](=[O:32])[C:30]4[CH:34]=[CH:35][C:27]([O:26][C:25]([F:24])([F:36])[F:37])=[CH:28][CH:29]=4)[CH:5]=3)[N:10]=[C:9]2[CH3:14])[CH2:20][CH2:19][C:18](=[O:21])[NH:17]1. The yield is 0.710. (4) The reactants are C[O:2][C:3](=[O:36])[CH2:4][N:5]1[CH2:10][CH2:9][N:8]([CH:11]([C:29]2[CH:34]=[CH:33][CH:32]=[CH:31][C:30]=2[NH2:35])[CH2:12][O:13][CH2:14][C:15]2[CH:20]=[C:19]([C:21]([F:24])([F:23])[F:22])[CH:18]=[C:17]([C:25]([F:28])([F:27])[F:26])[CH:16]=2)[CH2:7][CH2:6]1.[OH-].[K+]. The catalyst is CO. The product is [NH2:35][C:30]1[CH:31]=[CH:32][CH:33]=[CH:34][C:29]=1[CH:11]([N:8]1[CH2:7][CH2:6][N:5]([CH2:4][C:3]([OH:36])=[O:2])[CH2:10][CH2:9]1)[CH2:12][O:13][CH2:14][C:15]1[CH:20]=[C:19]([C:21]([F:22])([F:23])[F:24])[CH:18]=[C:17]([C:25]([F:26])([F:27])[F:28])[CH:16]=1. The yield is 0.600. (5) The reactants are [CH2:1]1[C@@H:5]2[CH:6]3[C:11](=[O:12])[O:10][C:8](=[O:9])[CH:7]3[C@H:2]1[CH:3]=[CH:4]2.C1(C)C=CC=CC=1.COC1C=CC2N=CC=C([C@H](O)[C@@H]3N4C[C@H](C=C)C(CC4)C3)C=2C=1.[CH3:44][OH:45]. The catalyst is C(Cl)(Cl)(Cl)Cl. The product is [CH3:44][O:45][C:11]([C@H:6]1[C@@H:5]2[CH2:1][C@@H:2]([CH:3]=[CH:4]2)[C@H:7]1[C:8]([OH:10])=[O:9])=[O:12]. The yield is 0.940. (6) The reactants are [NH2:1][C:2]1[CH:7]=[CH:6][CH:5]=[C:4]([NH2:8])[N:3]=1.[F:9][C:10]1[CH:18]=[CH:17][CH:16]=[C:15]([F:19])[C:11]=1[C:12](Cl)=[O:13]. The catalyst is O1CCOCC1. The product is [NH2:8][C:4]1[N:3]=[C:2]([NH:1][C:12](=[O:13])[C:11]2[C:10]([F:9])=[CH:18][CH:17]=[CH:16][C:15]=2[F:19])[CH:7]=[CH:6][CH:5]=1. The yield is 0.750. (7) The reactants are N[C:2]1[CH:11]=[C:10]([C:12]2[N:16]([CH3:17])[N:15]=[N:14][C:13]=2[CH3:18])[C:9]([Cl:19])=[C:8]2[C:3]=1[CH2:4][CH2:5][NH:6][C:7]2=[O:20].[BrH:21].N([O-])=O.[Na+].[OH-].[Na+]. The catalyst is O1CCCC1.[Cu]Br. The product is [Br:21][C:2]1[CH:11]=[C:10]([C:12]2[N:16]([CH3:17])[N:15]=[N:14][C:13]=2[CH3:18])[C:9]([Cl:19])=[C:8]2[C:3]=1[CH2:4][CH2:5][NH:6][C:7]2=[O:20]. The yield is 0.165.